This data is from Forward reaction prediction with 1.9M reactions from USPTO patents (1976-2016). The task is: Predict the product of the given reaction. (1) Given the reactants [NH:1]1[CH2:4][CH:3]([CH2:5][C:6]2[N:7]([CH3:32])[C:8]3[C:13]([N:14]=2)=[C:12]([N:15]2[CH2:20][CH2:19][O:18][CH2:17][CH2:16]2)[N:11]=[C:10]([N:21]2[C:25]4[CH:26]=[CH:27][CH:28]=[CH:29][C:24]=4[N:23]=[C:22]2[CH2:30][CH3:31])[N:9]=3)[CH2:2]1.[C:33](O)(=[O:37])[C@H:34]([CH3:36])[OH:35].CCN(C(C)C)C(C)C.CN(C(ON1N=NC2C=CC=NC1=2)=[N+](C)C)C.F[P-](F)(F)(F)(F)F, predict the reaction product. The product is: [CH2:30]([C:22]1[N:21]([C:10]2[N:9]=[C:8]3[C:13]([N:14]=[C:6]([CH2:5][CH:3]4[CH2:2][N:1]([C:33](=[O:37])[C@@H:34]([OH:35])[CH3:36])[CH2:4]4)[N:7]3[CH3:32])=[C:12]([N:15]3[CH2:20][CH2:19][O:18][CH2:17][CH2:16]3)[N:11]=2)[C:25]2[CH:26]=[CH:27][CH:28]=[CH:29][C:24]=2[N:23]=1)[CH3:31]. (2) Given the reactants [CH3:1][C@H:2](CC=C)[C:3](O)=O.[CH3:9][NH:10][C@@H:11]([CH3:20])[C@@H:12]([C:14]1[CH:19]=[CH:18][CH:17]=[CH:16][CH:15]=1)[OH:13].CC(=O)[O:23][CH2:24][CH3:25].[CH3:27]N(C=O)C, predict the reaction product. The product is: [OH:13][C@H:12]([C:14]1[CH:19]=[CH:18][CH:17]=[CH:16][CH:15]=1)[C@@H:11]([N:10]([CH3:9])[C:24](=[O:23])[C@H:25]([CH3:27])[CH2:3][CH:2]=[CH2:1])[CH3:20].